This data is from Reaction yield outcomes from USPTO patents with 853,638 reactions. The task is: Predict the reaction yield, written as a fraction of the theoretical maximum amount of product (1.0 means a 100% yield; for example, 0.34 means a 34% yield). (1) The yield is 0.420. The catalyst is CN(C)C=O. The reactants are [Cl:1][C:2]1[CH:7]=[CH:6][C:5]([NH:8][C:9]2[N:17]=[C:16]([N:18]3[C:22]([CH3:23])=[CH:21][C:20]([CH3:24])=[N:19]3)[N:15]=[C:14]3[C:10]=2[N:11]=[CH:12][N:13]3[CH3:25])=[CH:4][CH:3]=1.[H-].[Na+].Cl[C:29]([O:31][CH2:32][CH2:33][O:34][CH3:35])=[O:30].O. The product is [CH3:35][O:34][CH2:33][CH2:32][O:31][C:29](=[O:30])[N:8]([C:5]1[CH:6]=[CH:7][C:2]([Cl:1])=[CH:3][CH:4]=1)[C:9]1[N:17]=[C:16]([N:18]2[C:22]([CH3:23])=[CH:21][C:20]([CH3:24])=[N:19]2)[N:15]=[C:14]2[C:10]=1[N:11]=[CH:12][N:13]2[CH3:25]. (2) The reactants are [Br:1][C:2]1[C:7]([F:8])=[CH:6][CH:5]=[CH:4][N+:3]=1[O-].[C:10]([NH2:14])([CH3:13])([CH3:12])[CH3:11].C1(C)C=CC(S(OS(C2C=CC(C)=CC=2)(=O)=O)(=O)=O)=CC=1. The catalyst is C(Cl)Cl.FC1C(F)=C(F)C=CC=1. The product is [Br:1][C:2]1[N:3]=[C:4]([NH:14][C:10]([CH3:13])([CH3:12])[CH3:11])[CH:5]=[CH:6][C:7]=1[F:8]. The yield is 0.0500. (3) The reactants are [F:1][C:2]1[CH:10]=[C:9]2[C:5]([C:6]([C:11]3[CH:12]=[C:13]4[C:17](=[CH:18][CH:19]=3)[N:16]([CH2:20][CH2:21][C:22]([OH:24])=O)[N:15]=[CH:14]4)=[CH:7][NH:8]2)=[CH:4][CH:3]=1.[CH3:25][N:26]1[CH2:31][CH2:30][NH:29][CH2:28][CH2:27]1.CN(C(ON1N=NC2C=CC=NC1=2)=[N+](C)C)C.F[P-](F)(F)(F)(F)F.CCN(C(C)C)C(C)C. The catalyst is CN(C=O)C.O. The product is [F:1][C:2]1[CH:10]=[C:9]2[C:5]([C:6]([C:11]3[CH:12]=[C:13]4[C:17](=[CH:18][CH:19]=3)[N:16]([CH2:20][CH2:21][C:22]([N:29]3[CH2:30][CH2:31][N:26]([CH3:25])[CH2:27][CH2:28]3)=[O:24])[N:15]=[CH:14]4)=[CH:7][NH:8]2)=[CH:4][CH:3]=1. The yield is 0.200. (4) The reactants are [CH:1]1[C:13]2[CH:12]([CH2:14][O:15][C:16]([NH:18][C@H:19]([C:34]([O:36][CH3:37])=[O:35])[CH2:20][C:21]3[CH:33]=[CH:32][C:24]([C:25]([O:27]C(C)(C)C)=[O:26])=[CH:23][CH:22]=3)=[O:17])[C:11]3[C:6](=[CH:7][CH:8]=[CH:9][CH:10]=3)[C:5]=2[CH:4]=[CH:3][CH:2]=1.C(O)(C(F)(F)F)=O. The catalyst is C(Cl)Cl. The product is [CH:10]1[C:11]2[CH:12]([CH2:14][O:15][C:16]([NH:18][C@H:19]([C:34]([O:36][CH3:37])=[O:35])[CH2:20][C:21]3[CH:22]=[CH:23][C:24]([C:25]([OH:27])=[O:26])=[CH:32][CH:33]=3)=[O:17])[C:13]3[C:5](=[CH:4][CH:3]=[CH:2][CH:1]=3)[C:6]=2[CH:7]=[CH:8][CH:9]=1. The yield is 0.980. (5) The reactants are CC1C2C(=CC=CC=2[N+]([O-])=O)NC=1.[CH3:14][C:15]1[C:23]2[C:18](=[CH:19][C:20]([N+:24]([O-])=O)=[CH:21][CH:22]=2)[NH:17][CH:16]=1. The catalyst is C(O)C.[Pd]. The product is [CH3:14][C:15]1[C:23]2[C:18](=[CH:19][C:20]([NH2:24])=[CH:21][CH:22]=2)[NH:17][CH:16]=1. The yield is 0.240. (6) The reactants are C(OC(=O)[NH:7][CH:8]([C:10]1[C:15]([F:16])=[CH:14][C:13]([F:17])=[CH:12][N:11]=1)[CH3:9])(C)(C)C.Cl. The catalyst is C(Cl)Cl.O1CCOCC1. The product is [F:16][C:15]1[C:10]([CH:8]([NH2:7])[CH3:9])=[N:11][CH:12]=[C:13]([F:17])[CH:14]=1. The yield is 0.950. (7) The reactants are [Cl:1][C:2]1[C:3]([OH:13])=[C:4]([CH:9]=[C:10]([OH:12])[CH:11]=1)[C:5]([O:7][CH3:8])=[O:6].S([O-])([O-])(=O)=O.[Mg+2]. The catalyst is [Ag-]=O.C(OCC)C. The product is [Cl:1][C:2]1[C:3](=[O:13])[C:4]([C:5]([O:7][CH3:8])=[O:6])=[CH:9][C:10](=[O:12])[CH:11]=1. The yield is 0.960. (8) The reactants are [Cl:1][C:2]1[CH:7]=[CH:6][C:5]([S:8]([CH2:11][CH:12]([CH2:15][CH2:16][CH2:17][CH3:18])[CH:13]=[O:14])(=[O:10])=[O:9])=[CH:4][CH:3]=1.O[CH:20]([CH:22]=[CH2:23])[CH3:21].C1(C)C=CC(S(O)(=O)=O)=CC=1. The catalyst is C1(C)C=CC=CC=1.C(OCC)(=O)C. The product is [CH2:15]([C:12]([CH2:11][S:8]([C:5]1[CH:4]=[CH:3][C:2]([Cl:1])=[CH:7][CH:6]=1)(=[O:9])=[O:10])([CH2:21]/[CH:20]=[CH:22]/[CH3:23])[CH:13]=[O:14])[CH2:16][CH2:17][CH3:18]. The yield is 0.980. (9) The reactants are [CH:1]1[C:14]2[CH2:13][CH2:12][C:11]3[CH:10]=[CH:9][CH:8]=[C:7]4[CH2:15][C:4]([C:5]=2[C:6]=34)=[CH:3][CH:2]=1.[Br:16]Br.[O-]S([O-])=O.[Na+].[Na+]. The catalyst is C(Cl)(Cl)(Cl)Cl. The product is [Br:16][C:2]1[CH:3]=[C:4]2[CH2:15][C:7]3[C:6]4[C:5]2=[C:14]([CH2:13][CH2:12][C:11]=4[CH:10]=[CH:9][CH:8]=3)[CH:1]=1. The yield is 0.800.